Task: Regression. Given a peptide amino acid sequence and an MHC pseudo amino acid sequence, predict their binding affinity value. This is MHC class II binding data.. Dataset: Peptide-MHC class II binding affinity with 134,281 pairs from IEDB (1) The peptide sequence is EKKYFAATQFEYLAA. The MHC is DRB1_0701 with pseudo-sequence DRB1_0701. The binding affinity (normalized) is 0.769. (2) The peptide sequence is FRNIVNMLHGVRDGL. The MHC is HLA-DPA10201-DPB11401 with pseudo-sequence HLA-DPA10201-DPB11401. The binding affinity (normalized) is 0.240. (3) The peptide sequence is TYSQLMTLKDAKMLQ. The binding affinity (normalized) is 0.908. The MHC is DRB1_0401 with pseudo-sequence DRB1_0401. (4) The MHC is HLA-DQA10104-DQB10503 with pseudo-sequence HLA-DQA10104-DQB10503. The binding affinity (normalized) is 0.0743. The peptide sequence is GIKQLQARVLAVERYLK. (5) The peptide sequence is ISCMTEQGGESLNDV. The MHC is DRB1_0101 with pseudo-sequence DRB1_0101. The binding affinity (normalized) is 0.549. (6) The peptide sequence is ASEVFKAVEAYLVAH. The MHC is HLA-DPA10103-DPB10301 with pseudo-sequence HLA-DPA10103-DPB10301. The binding affinity (normalized) is 0.548. (7) The peptide sequence is FKAAVAAAAGAPPAD. The MHC is HLA-DQA10101-DQB10501 with pseudo-sequence HLA-DQA10101-DQB10501. The binding affinity (normalized) is 0.133. (8) The peptide sequence is INVGFKAAVAAAAGV. The MHC is DRB1_1101 with pseudo-sequence DRB1_1101. The binding affinity (normalized) is 0.379. (9) The MHC is DRB1_0901 with pseudo-sequence DRB1_0901. The peptide sequence is NVKCKTPTQLAETID. The binding affinity (normalized) is 0.483.